From a dataset of Forward reaction prediction with 1.9M reactions from USPTO patents (1976-2016). Predict the product of the given reaction. (1) Given the reactants Br[C:2]1[CH:7]=[C:6]([N:8]2[CH2:12][CH2:11][C@:10]([CH:15]3[CH2:17][CH2:16]3)([C:13]#[N:14])[C:9]2=[O:18])[CH:5]=[CH:4][N:3]=1.[NH2:19][C:20]1[CH:24]=[C:23]([CH2:25][C:26]([NH:28][CH2:29][C:30]([F:33])([F:32])[F:31])=[O:27])[N:22]([CH3:34])[N:21]=1.C(=O)([O-])[O-].[K+].[K+].C1(P(C2CCCCC2)C2C(OC)=CC=C(OC)C=2C2C(C(C)C)=CC(C(C)C)=CC=2C(C)C)CCCCC1.C(=O)([O-])O.[Na+], predict the reaction product. The product is: [C:13]([C@@:10]1([CH:15]2[CH2:17][CH2:16]2)[CH2:11][CH2:12][N:8]([C:6]2[CH:5]=[CH:4][N:3]=[C:2]([NH:19][C:20]3[CH:24]=[C:23]([CH2:25][C:26]([NH:28][CH2:29][C:30]([F:32])([F:31])[F:33])=[O:27])[N:22]([CH3:34])[N:21]=3)[CH:7]=2)[C:9]1=[O:18])#[N:14]. (2) The product is: [Br:1][C:2]1[N:7]=[C:6]2[N:8]([CH2:14][C:15]3[CH:25]=[CH:24][C:18]4[N:19]=[C:20]([S:22][CH3:23])[S:21][C:17]=4[CH:16]=3)[CH:9]=[N:10][C:5]2=[CH:4][CH:3]=1. Given the reactants [Br:1][C:2]1[N:7]=[C:6]2[NH:8][CH:9]=[N:10][C:5]2=[CH:4][CH:3]=1.[H-].[Na+].Cl[CH2:14][C:15]1[CH:25]=[CH:24][C:18]2[N:19]=[C:20]([S:22][CH3:23])[S:21][C:17]=2[CH:16]=1.O, predict the reaction product.